This data is from Full USPTO retrosynthesis dataset with 1.9M reactions from patents (1976-2016). The task is: Predict the reactants needed to synthesize the given product. (1) Given the product [CH3:1][CH:2]1[CH2:11][C:10]2[C:5](=[CH:6][CH:7]=[C:8]([CH2:12][CH2:13][N:26]3[CH2:25][CH2:24][N:23]([C:16]([O:18][C:19]([CH3:22])([CH3:21])[CH3:20])=[O:17])[CH2:28][CH2:27]3)[CH:9]=2)[C:4](=[O:15])[O:3]1, predict the reactants needed to synthesize it. The reactants are: [CH3:1][CH:2]1[CH2:11][C:10]2[C:5](=[CH:6][CH:7]=[C:8]([CH2:12][CH:13]=O)[CH:9]=2)[C:4](=[O:15])[O:3]1.[C:16]([N:23]1[CH2:28][CH2:27][NH:26][CH2:25][CH2:24]1)([O:18][C:19]([CH3:22])([CH3:21])[CH3:20])=[O:17].C(O[BH-](OC(=O)C)OC(=O)C)(=O)C.[Na+]. (2) Given the product [N+:19]([O-:22])([O-:21])=[O:20].[N:1]1[N:2]([CH2:6][CH2:7][O:8][C:9]2[CH:15]=[CH:14][C:12]([NH:13][C:17]([NH2:18])=[NH2+:16])=[CH:11][CH:10]=2)[N:3]=[CH:4][CH:5]=1, predict the reactants needed to synthesize it. The reactants are: [N:1]1[N:2]([CH2:6][CH2:7][O:8][C:9]2[CH:15]=[CH:14][C:12]([NH2:13])=[CH:11][CH:10]=2)[N:3]=[CH:4][CH:5]=1.[N:16]#[C:17][NH2:18].[N+:19]([O-:22])([OH:21])=[O:20].NC(N)=N. (3) Given the product [CH3:21][S:22]([O:1][CH2:2][C:3]1[O:7][N:6]=[C:5]([C:8]2[CH:13]=[CH:12][CH:11]=[CH:10][N:9]=2)[CH:4]=1)(=[O:24])=[O:23], predict the reactants needed to synthesize it. The reactants are: [OH:1][CH2:2][C:3]1[O:7][N:6]=[C:5]([C:8]2[CH:13]=[CH:12][CH:11]=[CH:10][N:9]=2)[CH:4]=1.C(N(CC)CC)C.[CH3:21][S:22](Cl)(=[O:24])=[O:23]. (4) Given the product [CH2:1]([N:8]1[CH2:9][CH:10]2[CH:11]([CH2:13][N:14]([CH3:17])[CH2:15]2)[CH2:12]1)[C:2]1[CH:7]=[CH:6][CH:5]=[CH:4][CH:3]=1, predict the reactants needed to synthesize it. The reactants are: [CH2:1]([N:8]1[CH2:12][CH:11]2[C:13](=O)[N:14]([CH3:17])[C:15](=O)[CH:10]2[CH2:9]1)[C:2]1[CH:7]=[CH:6][CH:5]=[CH:4][CH:3]=1.[H-].[Al+3].[Li+].[H-].[H-].[H-].O.[OH-].[Na+]. (5) Given the product [C:1]([O:5][C:6]([N:8]1[C:9]([C:13]2[CH:14]=[CH:15][C:16]3[NH:22][C:21](=[O:23])[CH2:20][O:19][C:18]([CH3:25])([CH3:24])[C:17]=3[CH:26]=2)=[CH:10][CH:11]=[C:12]1[C:32]#[N:31])=[O:7])([CH3:4])([CH3:2])[CH3:3], predict the reactants needed to synthesize it. The reactants are: [C:1]([O:5][C:6]([N:8]1[CH:12]=[CH:11][CH:10]=[C:9]1[C:13]1[CH:14]=[CH:15][C:16]2[NH:22][C:21](=[O:23])[CH2:20][O:19][C:18]([CH3:25])([CH3:24])[C:17]=2[CH:26]=1)=[O:7])([CH3:4])([CH3:3])[CH3:2].ClS([N:31]=[C:32]=O)(=O)=O. (6) Given the product [N:19]1[CH:20]=[N:21][N:22]2[CH:27]=[CH:26][C:25]([O:28][C:29]3[CH:34]=[CH:33][C:32]([NH:35][C:36]4[C:45]5[C:40](=[CH:41][CH:42]=[C:43]([NH:46][C:47]6[O:48][CH2:49][C:50]([CH2:53][OH:54])([CH3:52])[N:51]=6)[CH:44]=5)[N:39]=[CH:38][N:37]=4)=[CH:31][C:30]=3[CH3:72])=[CH:24][C:23]=12, predict the reactants needed to synthesize it. The reactants are: CCCC[N+](CCCC)(CCCC)CCCC.[F-].[N:19]1[CH:20]=[N:21][N:22]2[CH:27]=[CH:26][C:25]([O:28][C:29]3[CH:34]=[CH:33][C:32]([NH:35][C:36]4[C:45]5[C:40](=[CH:41][CH:42]=[C:43]([NH:46][C:47]6[O:48][CH2:49][C:50]([CH2:53][O:54][Si](C(C)(C)C)(C7C=CC=CC=7)C7C=CC=CC=7)([CH3:52])[N:51]=6)[CH:44]=5)[N:39]=[CH:38][N:37]=4)=[CH:31][C:30]=3[CH3:72])=[CH:24][C:23]=12. (7) Given the product [C:36]([O:35][C:33](=[O:34])[CH2:32][N:18]1[CH2:19][CH2:20][CH:15]([CH2:14][NH:13][C:11]([N:8]2[C:9]3[C:5](=[CH:4][CH:3]=[C:2]([F:1])[CH:10]=3)[C:6]([CH3:23])([CH3:22])[C:7]2=[O:21])=[O:12])[CH2:16][CH2:17]1)([CH3:39])([CH3:38])[CH3:37], predict the reactants needed to synthesize it. The reactants are: [F:1][C:2]1[CH:10]=[C:9]2[C:5]([C:6]([CH3:23])([CH3:22])[C:7](=[O:21])[N:8]2[C:11]([NH:13][CH2:14][CH:15]2[CH2:20][CH2:19][NH:18][CH2:17][CH2:16]2)=[O:12])=[CH:4][CH:3]=1.C(N(CC)CC)C.Br[CH2:32][C:33]([O:35][C:36]([CH3:39])([CH3:38])[CH3:37])=[O:34].C(=O)(O)[O-].[Na+]. (8) Given the product [C:58]([C@@H:56]([C@H:54]([C:53]([OH:62])=[O:61])[OH:55])[OH:57])([OH:60])=[O:59].[N:1]1[CH:2]=[N:3][N:4]2[CH:9]=[C:8]([C:10]3[CH:19]=[C:18]4[C:13]([CH:14]([C:21]5[CH:26]=[CH:25][C:24]([Cl:27])=[C:23]([Cl:28])[CH:22]=5)[CH2:15][NH:16][CH2:17]4)=[CH:12][C:11]=3[F:29])[CH:7]=[CH:6][C:5]=12, predict the reactants needed to synthesize it. The reactants are: [N:1]1[CH:2]=[N:3][N:4]2[CH:9]=[C:8]([C:10]3[CH:19]=[C:18]4[C:13]([CH:14]([C:21]5[CH:26]=[CH:25][C:24]([Cl:27])=[C:23]([Cl:28])[CH:22]=5)[CH2:15][N:16](C)[CH2:17]4)=[CH:12][C:11]=3[F:29])[CH:7]=[CH:6][C:5]=12.CN(C)C1C2C(=CC=CC=2N(C)C)C=CC=1.ClC(OC(Cl)C)=O.[C:53]([OH:62])(=[O:61])[C@@H:54]([C@H:56]([C:58]([OH:60])=[O:59])[OH:57])[OH:55]. (9) Given the product [CH:7]1([O:13][C:14]2[CH:15]=[CH:16][C:17]([CH2:18][OH:19])=[CH:23][CH:24]=2)[CH2:12][CH2:11][CH2:10][CH2:9][CH2:8]1, predict the reactants needed to synthesize it. The reactants are: [H-].[H-].[H-].[H-].[Li+].[Al+3].[CH:7]1([O:13][C:14]2[CH:24]=[CH:23][C:17]([C:18](OCC)=[O:19])=[CH:16][CH:15]=2)[CH2:12][CH2:11][CH2:10][CH2:9][CH2:8]1.[OH-].[K+].